Task: Predict which catalyst facilitates the given reaction.. Dataset: Catalyst prediction with 721,799 reactions and 888 catalyst types from USPTO (1) Product: [NH2:1][C:4]1[CH:5]=[C:6]([C:10]2[S:32][C:13]3=[N:14][C:15]([N:19]4[CH2:20][CH2:21][N:22]([C:25]([O:27][C:28]([CH3:30])([CH3:29])[CH3:31])=[O:26])[CH2:23][CH2:24]4)=[CH:16][C:17](=[O:18])[N:12]3[N:11]=2)[CH:7]=[CH:8][CH:9]=1. Reactant: [N+:1]([C:4]1[CH:5]=[C:6]([C:10]2[S:32][C:13]3=[N:14][C:15]([N:19]4[CH2:24][CH2:23][N:22]([C:25]([O:27][C:28]([CH3:31])([CH3:30])[CH3:29])=[O:26])[CH2:21][CH2:20]4)=[CH:16][C:17](=[O:18])[N:12]3[N:11]=2)[CH:7]=[CH:8][CH:9]=1)([O-])=O. The catalyst class is: 19. (2) The catalyst class is: 8. Reactant: [Cl:1][C:2]1[CH:25]=[C:24]([C:26]([F:29])([F:28])[F:27])[CH:23]=[CH:22][C:3]=1[CH2:4][N:5]1[C:9]([CH2:10][CH2:11][C:12]([O:14]CC)=[O:13])=[CH:8][C:7]([O:17][CH2:18][CH:19]2[CH2:21][CH2:20]2)=[N:6]1.[OH-].[Na+].O1CCCC1. Product: [Cl:1][C:2]1[CH:25]=[C:24]([C:26]([F:29])([F:27])[F:28])[CH:23]=[CH:22][C:3]=1[CH2:4][N:5]1[C:9]([CH2:10][CH2:11][C:12]([OH:14])=[O:13])=[CH:8][C:7]([O:17][CH2:18][CH:19]2[CH2:21][CH2:20]2)=[N:6]1. (3) The catalyst class is: 53. Reactant: C(OOC(=O)C1C=CC=CC=1)(=O)C1C=CC=CC=1.[N:19]1[CH:24]=[CH:23][CH:22]=[CH:21][C:20]=1[CH2:25][C:26]([O:28][CH2:29][CH3:30])=[O:27].C1C(=O)N([Br:38])C(=O)C1. Product: [Br:38][CH:25]([C:20]1[CH:21]=[CH:22][CH:23]=[CH:24][N:19]=1)[C:26]([O:28][CH2:29][CH3:30])=[O:27]. (4) Reactant: [Si:1]([O:8][C@H:9]1[CH2:13][C@H:12]([O:14][C:15]2[CH:20]=[C:19]([NH:21][C@@H:22]3[C:30]4[C:25](=[CH:26][CH:27]=[CH:28][CH:29]=4)[CH2:24][C@@H:23]3[O:31][CH3:32])[N:18]=[CH:17][N:16]=2)[CH2:11][C@H:10]1[CH2:33]O)([C:4]([CH3:7])([CH3:6])[CH3:5])([CH3:3])[CH3:2].[C:35]([NH:42][SH:43](=[O:45])=[O:44])([O:37][C:38]([CH3:41])([CH3:40])[CH3:39])=[O:36].C1(P(C2C=CC=CC=2)C2C=CC=CC=2)C=CC=CC=1.[N:65](C(OCC)=O)=NC(OCC)=O. Product: [NH2:65][S:43]([N:42]([CH2:33][C@@H:10]1[CH2:11][C@@H:12]([O:14][C:15]2[CH:20]=[C:19]([NH:21][C@@H:22]3[C:30]4[C:25](=[CH:26][CH:27]=[CH:28][CH:29]=4)[CH2:24][C@@H:23]3[O:31][CH3:32])[N:18]=[CH:17][N:16]=2)[CH2:13][C@@H:9]1[O:8][Si:1]([C:4]([CH3:7])([CH3:6])[CH3:5])([CH3:3])[CH3:2])[C:35](=[O:36])[O:37][C:38]([CH3:41])([CH3:40])[CH3:39])(=[O:44])=[O:45]. The catalyst class is: 25. (5) Reactant: CS([C:5]1[N:9]=[C:8]([CH:10]2[CH2:15][CH2:14][CH2:13][CH2:12][CH:11]2[CH3:16])[S:7][N:6]=1)(=O)=O.[CH2:17]([OH:21])[C:18]#[C:19][CH3:20].[H-].[Na+]. Product: [CH3:16][CH:11]1[CH2:12][CH2:13][CH2:14][CH2:15][CH:10]1[C:8]1[S:7][N:6]=[C:5]([O:21][CH2:17][C:18]#[C:19][CH3:20])[N:9]=1. The catalyst class is: 391. (6) Reactant: [C:1]1([C:7]2[NH:11][N:10]=[C:9]([C:12]([NH:14][CH2:15][CH2:16][CH2:17][NH:18][C:19](=O)OC(C)(C)C)=[O:13])[CH:8]=2)[CH:6]=[CH:5][CH:4]=[CH:3][CH:2]=1.[C:26]([OH:32])([C:28]([F:31])([F:30])[F:29])=[O:27]. Product: [F:29][C:28]([F:31])([F:30])[C:26]([OH:32])=[O:27].[C:1]1([C:7]2[NH:11][N:10]=[C:9]([C:12]([NH:14][CH2:15][CH2:16][CH2:17][NH:18][CH2:19][C:28]3[CH:26]=[CH:7][CH:8]=[CH:9][N:10]=3)=[O:13])[CH:8]=2)[CH:2]=[CH:3][CH:4]=[CH:5][CH:6]=1. The catalyst class is: 2. (7) Reactant: [H-].[Na+].[CH2:3]([N:5]1[C:13]2[C:8](=[N:9][CH:10]=[CH:11][CH:12]=2)[C:7]([C:14]2[CH:19]=[CH:18][C:17]([OH:20])=[CH:16][CH:15]=2)=[N:6]1)[CH3:4].Cl[C:22]1[N:26]([CH2:27][O:28][CH2:29][CH2:30][Si:31]([CH3:34])([CH3:33])[CH3:32])[C:25]2[CH:35]=[CH:36][CH:37]=[CH:38][C:24]=2[N:23]=1.O. Product: [CH2:3]([N:5]1[C:13]2[C:8](=[N:9][CH:10]=[CH:11][CH:12]=2)[C:7]([C:14]2[CH:19]=[CH:18][C:17]([O:20][C:22]3[N:26]([CH2:27][O:28][CH2:29][CH2:30][Si:31]([CH3:33])([CH3:34])[CH3:32])[C:25]4[CH:35]=[CH:36][CH:37]=[CH:38][C:24]=4[N:23]=3)=[CH:16][CH:15]=2)=[N:6]1)[CH3:4]. The catalyst class is: 3.